Dataset: Full USPTO retrosynthesis dataset with 1.9M reactions from patents (1976-2016). Task: Predict the reactants needed to synthesize the given product. (1) Given the product [NH2:33][C:34]1[N:39]=[C:38]([N:40]2[C:48]3[C:43](=[CH:44][CH:45]=[C:46]([C:49]#[N:50])[CH:47]=3)[CH:42]=[N:41]2)[C:37]([NH:51][C:6]([C:2]2([CH3:1])[CH2:5][O:4][CH2:3]2)=[O:8])=[CH:36][N:35]=1, predict the reactants needed to synthesize it. The reactants are: [CH3:1][C:2]1([C:6]([OH:8])=O)[CH2:5][O:4][CH2:3]1.CN(C(ON1N=NC2C=CC=NC1=2)=[N+](C)C)C.F[P-](F)(F)(F)(F)F.[NH2:33][C:34]1[N:39]=[C:38]([N:40]2[C:48]3[C:43](=[CH:44][CH:45]=[C:46]([C:49]#[N:50])[CH:47]=3)[CH:42]=[N:41]2)[C:37]([NH2:51])=[CH:36][N:35]=1.C(N(CC)CC)C. (2) The reactants are: [Br-].[Li+].[F:3][C:4]1[CH:9]=[CH:8][C:7]([C:10]2[N:14]=[C:13]([CH:15]=[CH2:16])[O:12][N:11]=2)=[CH:6][CH:5]=1.[S:17]1[CH:21]=[CH:20][N:19]=[C:18]1[CH:22]=[N:23][CH:24]([CH2:32][CH:33]([CH3:35])[CH3:34])[C:25]([O:27][C:28]([CH3:31])([CH3:30])[CH3:29])=[O:26].C(N(CC)CC)C. Given the product [F:3][C:4]1[CH:5]=[CH:6][C:7]([C:10]2[N:14]=[C:13]([C@@H:15]3[C@H:22]([C:18]4[S:17][CH:21]=[CH:20][N:19]=4)[NH:23][C@:24]([CH2:32][CH:33]([CH3:35])[CH3:34])([C:25]([O:27][C:28]([CH3:29])([CH3:30])[CH3:31])=[O:26])[CH2:16]3)[O:12][N:11]=2)=[CH:8][CH:9]=1, predict the reactants needed to synthesize it. (3) The reactants are: Cl[C:2]1[C:11]([C:12]#[N:13])=[C:10]([C:14]2[CH:19]=[CH:18][CH:17]=[C:16]([F:20])[CH:15]=2)[C:9]2[C:4](=[CH:5][CH:6]=[C:7]([O:21][CH3:22])[CH:8]=2)[N:3]=1.[OH:23][C@H:24]([CH2:27][OH:28])[CH2:25][NH2:26]. Given the product [OH:23][C@H:24]([CH2:27][OH:28])[CH2:25][NH:26][C:2]1[C:11]([C:12]#[N:13])=[C:10]([C:14]2[CH:19]=[CH:18][CH:17]=[C:16]([F:20])[CH:15]=2)[C:9]2[C:4](=[CH:5][CH:6]=[C:7]([O:21][CH3:22])[CH:8]=2)[N:3]=1, predict the reactants needed to synthesize it. (4) Given the product [CH3:36][N:27]1[C:28]([C:31]([OH:33])=[O:32])=[C:29]([CH3:30])[C:25]([C:23]2[CH:22]=[CH:21][C:5]([O:6][CH2:7][C:8]3[CH:13]=[CH:12][CH:11]=[CH:10][C:9]=3[N:14]3[C:18](=[O:19])[N:17]([CH3:20])[N:16]=[N:15]3)=[C:4]([CH3:3])[CH:24]=2)=[N:26]1, predict the reactants needed to synthesize it. The reactants are: [OH-].[Li+].[CH3:3][C:4]1[CH:24]=[C:23]([C:25]2[C:29]([CH3:30])=[C:28]([C:31]([O:33]CC)=[O:32])[N:27]([CH3:36])[N:26]=2)[CH:22]=[CH:21][C:5]=1[O:6][CH2:7][C:8]1[CH:13]=[CH:12][CH:11]=[CH:10][C:9]=1[N:14]1[C:18](=[O:19])[N:17]([CH3:20])[N:16]=[N:15]1.O1CCCC1.CO. (5) Given the product [Br:11][C:8]1[CH:9]=[CH:10][C:5]2[S:4][N:3]=[C:2]([Cl:1])[C:6]=2[CH:7]=1, predict the reactants needed to synthesize it. The reactants are: [Cl:1][C:2]1[C:6]2[CH:7]=[CH:8][CH:9]=[CH:10][C:5]=2[S:4][N:3]=1.[Br:11]Br. (6) The reactants are: F[C:2]1[CH:7]=[CH:6][C:5]([N+:8]([O-:10])=[O:9])=[CH:4][CH:3]=1.C(=O)([O-])[O-].[K+].[K+].[CH3:17][N:18]([CH3:26])[C:19]([C@H:21]1[CH2:25][CH2:24][CH2:23][NH:22]1)=[O:20]. Given the product [CH3:17][N:18]([CH3:26])[C:19]([C@H:21]1[CH2:25][CH2:24][CH2:23][N:22]1[C:2]1[CH:7]=[CH:6][C:5]([N+:8]([O-:10])=[O:9])=[CH:4][CH:3]=1)=[O:20], predict the reactants needed to synthesize it. (7) Given the product [I-:2].[OH:10][C:7]1[CH:8]=[CH:9][C:4]([CH3:3])=[CH:5][C:6]=1[CH:11]([C:20]1[CH:25]=[CH:24][CH:23]=[CH:22][CH:21]=1)[CH2:12][CH2:13][N+:14]1([CH3:1])[CH2:15][CH2:16][CH2:17][CH2:18][CH2:19]1, predict the reactants needed to synthesize it. The reactants are: [CH3:1][I:2].[CH3:3][C:4]1[CH:9]=[CH:8][C:7]([OH:10])=[C:6]([CH:11]([C:20]2[CH:25]=[CH:24][CH:23]=[CH:22][CH:21]=2)[CH2:12][CH2:13][N:14]2[CH2:19][CH2:18][CH2:17][CH2:16][CH2:15]2)[CH:5]=1. (8) Given the product [CH2:33]([O:32][CH2:31][C@H:13]([NH:12][C:9](=[O:11])[CH2:8][N:2]1[CH2:3][CH2:4][NH:5][CH2:6][CH2:7]1)[C:14]([NH:16][C:17]1[CH:22]=[CH:21][C:20]([O:23][C:24]2[CH:29]=[CH:28][C:27]([F:30])=[CH:26][CH:25]=2)=[CH:19][CH:18]=1)=[O:15])[C:34]1[CH:39]=[CH:38][CH:37]=[CH:36][CH:35]=1, predict the reactants needed to synthesize it. The reactants are: Cl.[N:2]1([CH2:8][C:9]([OH:11])=O)[CH2:7][CH2:6][NH:5][CH2:4][CH2:3]1.[NH2:12][C@@H:13]([CH2:31][O:32][CH2:33][C:34]1[CH:39]=[CH:38][CH:37]=[CH:36][CH:35]=1)[C:14]([NH:16][C:17]1[CH:22]=[CH:21][C:20]([O:23][C:24]2[CH:29]=[CH:28][C:27]([F:30])=[CH:26][CH:25]=2)=[CH:19][CH:18]=1)=[O:15]. (9) Given the product [NH2:1][C:4]1[CH:9]=[CH:8][C:7]([C:10]2([C:16]#[N:17])[CH2:15][CH2:14][O:13][CH2:12][CH2:11]2)=[CH:6][CH:5]=1, predict the reactants needed to synthesize it. The reactants are: [N+:1]([C:4]1[CH:9]=[CH:8][C:7]([C:10]2([C:16]#[N:17])[CH2:15][CH2:14][O:13][CH2:12][CH2:11]2)=[CH:6][CH:5]=1)([O-])=O. (10) Given the product [CH3:28][O:29][C:30]1[CH:31]=[C:32]([C:2]2[N:7]=[C:6]([O:8][C@@H:9]([C@H:11]3[CH2:15][NH:14][C:13](=[O:16])[CH2:12]3)[CH3:10])[C:5]3[N:17]([CH2:20][O:21][CH2:22][CH2:23][Si:24]([CH3:27])([CH3:26])[CH3:25])[CH:18]=[N:19][C:4]=3[CH:3]=2)[CH:33]=[CH:34][C:35]=1[O:36][CH3:37], predict the reactants needed to synthesize it. The reactants are: Cl[C:2]1[N:7]=[C:6]([O:8][C@@H:9]([C@H:11]2[CH2:15][NH:14][C:13](=[O:16])[CH2:12]2)[CH3:10])[C:5]2[N:17]([CH2:20][O:21][CH2:22][CH2:23][Si:24]([CH3:27])([CH3:26])[CH3:25])[CH:18]=[N:19][C:4]=2[CH:3]=1.[CH3:28][O:29][C:30]1[CH:31]=[C:32](B(O)O)[CH:33]=[CH:34][C:35]=1[O:36][CH3:37].COCCOC.C(=O)([O-])[O-].[Cs+].[Cs+].